From a dataset of Reaction yield outcomes from USPTO patents with 853,638 reactions. Predict the reaction yield, written as a fraction of the theoretical maximum amount of product (1.0 means a 100% yield; for example, 0.34 means a 34% yield). (1) The reactants are [N+]([C:4]1[CH:5]=[C:6]([CH:9]=[C:10]([N+:12]([O-:14])=[O:13])[CH:11]=1)[C:7]#[N:8])([O-])=O.[CH3:15][C:16]1[N:21]=[CH:20][C:19]([OH:22])=[CH:18][CH:17]=1.C([O-])([O-])=O.[K+].[K+].O. The catalyst is CN(C=O)C. The product is [CH3:15][C:16]1[N:21]=[CH:20][C:19]([O:22][C:4]2[CH:5]=[C:6]([CH:9]=[C:10]([N+:12]([O-:14])=[O:13])[CH:11]=2)[C:7]#[N:8])=[CH:18][CH:17]=1. The yield is 0.760. (2) The catalyst is ClCCl. The reactants are [CH:1]1([N:6]2[C:11]3[N:12]=[C:13]([S:16][CH3:17])[N:14]=[CH:15][C:10]=3[CH:9]=[C:8]([CH3:18])[C:7]2=[O:19])[CH2:5][CH2:4][CH2:3][CH2:2]1.CO.C1(S(N2C(C3C=CC=CC=3)O2)(=O)=[O:29])C=CC=CC=1. The product is [CH:1]1([N:6]2[C:11]3[N:12]=[C:13]([S:16]([CH3:17])=[O:29])[N:14]=[CH:15][C:10]=3[CH:9]=[C:8]([CH3:18])[C:7]2=[O:19])[CH2:2][CH2:3][CH2:4][CH2:5]1. The yield is 0.848. (3) The reactants are [CH3:1][N:2]([CH3:22])[C@@H:3]1[CH2:7][CH2:6][N:5]([CH2:8][C:9]2[CH:14]=[CH:13][C:12]([N+:15]([O-])=O)=[CH:11][C:10]=2[C:18]([F:21])([F:20])[F:19])[CH2:4]1. The catalyst is CCO.[Pd]. The product is [NH2:15][C:12]1[CH:13]=[CH:14][C:9]([CH2:8][N:5]2[CH2:6][CH2:7][C@@H:3]([N:2]([CH3:22])[CH3:1])[CH2:4]2)=[C:10]([C:18]([F:21])([F:19])[F:20])[CH:11]=1. The yield is 1.00.